Dataset: Drug-target binding data from BindingDB using Ki measurements. Task: Regression. Given a target protein amino acid sequence and a drug SMILES string, predict the binding affinity score between them. We predict pKi (pKi = -log10(Ki in M); higher means stronger inhibition). Dataset: bindingdb_ki. (1) The compound is Cc1cccc(C)c1OCC(=O)NC[C@@](O)(CCc1ccccc1)C(=O)N1CSC(C)(C)[C@H]1C(=O)N[C@H]1c2ccccc2C[C@H]1O. The target protein sequence is MDIAVKEQDYSNGLIKNSAAFENLKFSNIKNFKVQKRFQILYYILFVFVTGIFFFFLISTYFFTPNYKVNKIVQNTEHLTLAFKIERPYDKVLKTISKKNLKNYIKETFNFFKSGYMKQNYLGSENDVIELDDVANIMFYGEGEVGDNHQKFMLIFDTGSANLWVPSKKCNSSGCSIKNLYDSSKSKSYEKDGTKVDITYGSGTVKGFFSKDLVTLGHLSMPYKFIEVTDTDDLEPIYSSVEFDGILGLGWKDLSIGSIDPIVVELKNQNKIDNALFTFYLPVHDVHAGYLTIGGIEEKFYEGNITYEKLNHDLYWQIDLDVHFGKQTMEKANVIVDSGTTTITAPSEFLNKFFANLNVIKVPFLPFYVTTCDNKEMPTLEFKSANNTYTLEPEYYMNPILEVDDTLCMITMLPVDIDSNTFILGDPFMRKYFTVFDYDKESVGFAIAKN. The pKi is 6.4. (2) The small molecule is CCN(C=O)C1CCCCC1. The target protein (P00326) has sequence MSTAGKVIKCKAAVLWELKKPFSIEEVEVAPPKAHEVRIKMVAAGICRSDEHVVSGNLVTPLPVILGHEAAGIVESVGEGVTTVKPGDKVIPLFTPQCGKCRICKNPESNYCLKNDLGNPRGTLQDGTRRFTCSGKPIHHFVGVSTFSQYTVVDENAVAKIDAASPLEKVCLIGCGFSTGYGSAVKVAKVTPGSTCAVFGLGGVGLSVVMGCKAAGAARIIAVDINKDKFAKAKELGATECINPQDYKKPIQEVLKEMTDGGVDFSFEVIGRLDTMMASLLCCHEACGTSVIVGVPPDSQNLSINPMLLLTGRTWKGAIFGGFKSKESVPKLVADFMAKKFSLDALITNILPFEKINEGFDLLRSGKSIRTVLTF. The pKi is 4.5. (3) The pKi is 9.1. The target protein sequence is PQITLWKRPIVTIRIGGQLKEALLDTGADDTVLEEMNLPGKWKPKMIVGIGGFVKVRQYDQIPIEICGHKAIGTVLVGPTPANIIGRNLLTQIGCTLNF. The small molecule is COc1ccc(S(=O)(=O)N(CC(C)C)C[C@@H](O)[C@H](Cc2ccccc2)NC(=O)[C@@H]2CN(c3ccc(C(C)=O)cc3)C(=O)O2)cc1.